From a dataset of Forward reaction prediction with 1.9M reactions from USPTO patents (1976-2016). Predict the product of the given reaction. (1) Given the reactants [Cl:1][C:2]1[CH:10]=[C:9]2[C:5]([CH:6]=[C:7]([C:11]3[CH:16]=[CH:15][CH:14]=[CH:13][CH:12]=3)[NH:8]2)=[CH:4][C:3]=1[F:17].[H-].[Na+].[N+:20]([C:23]1[CH:28]=[CH:27][C:26]([S:29][S:29][C:26]2[CH:27]=[CH:28][C:23]([N+:20]([O-:22])=[O:21])=[CH:24][CH:25]=2)=[CH:25][CH:24]=1)([O-:22])=[O:21], predict the reaction product. The product is: [Cl:1][C:2]1[CH:10]=[C:9]2[C:5]([C:6]([S:29][C:26]3[CH:27]=[CH:28][C:23]([N+:20]([O-:22])=[O:21])=[CH:24][CH:25]=3)=[C:7]([C:11]3[CH:16]=[CH:15][CH:14]=[CH:13][CH:12]=3)[NH:8]2)=[CH:4][C:3]=1[F:17]. (2) The product is: [CH2:1]([O:8][C:9]([N:11]1[CH2:16][CH2:15][N:14]([CH2:22][CH:21]=[CH2:20])[C:13](=[O:17])[CH2:12]1)=[O:10])[C:2]1[CH:3]=[CH:4][CH:5]=[CH:6][CH:7]=1. Given the reactants [CH2:1]([O:8][C:9]([N:11]1[CH2:16][CH2:15][NH:14][C:13](=[O:17])[CH2:12]1)=[O:10])[C:2]1[CH:7]=[CH:6][CH:5]=[CH:4][CH:3]=1.[H-].[Na+].[CH2:20](I)[CH:21]=[CH2:22], predict the reaction product. (3) The product is: [Cl:32][C:33]1[C:34]([CH3:43])=[C:35]([S:39]([NH:8][C:7]2[CH:6]=[CH:5][C:4]([F:9])=[C:3]([NH:10][C:11]3[C:16]([C:17]4[N:25]=[CH:24][N:23]=[C:22]5[C:18]=4[N:19]=[CH:20][N:21]5[CH:26]4[CH2:31][CH2:30][CH2:29][CH2:28][O:27]4)=[CH:15][CH:14]=[CH:13][N:12]=3)[C:2]=2[F:1])(=[O:41])=[O:40])[CH:36]=[CH:37][CH:38]=1. Given the reactants [F:1][C:2]1[C:7]([NH2:8])=[CH:6][CH:5]=[C:4]([F:9])[C:3]=1[NH:10][C:11]1[C:16]([C:17]2[N:25]=[CH:24][N:23]=[C:22]3[C:18]=2[N:19]=[CH:20][N:21]3[CH:26]2[CH2:31][CH2:30][CH2:29][CH2:28][O:27]2)=[CH:15][CH:14]=[CH:13][N:12]=1.[Cl:32][C:33]1[C:34]([CH3:43])=[C:35]([S:39](Cl)(=[O:41])=[O:40])[CH:36]=[CH:37][CH:38]=1.N1C=CC=CC=1, predict the reaction product. (4) The product is: [CH2:11]([O:10][C:9](=[O:13])[CH2:8][C:4]1[CH:5]=[CH:6][CH:7]=[C:2]([Br:1])[N:3]=1)[CH3:12]. Given the reactants [Br:1][C:2]1[CH:7]=[CH:6][CH:5]=[C:4]([CH3:8])[N:3]=1.[C:9](=O)([O:13]CC)[O:10][CH2:11][CH3:12], predict the reaction product. (5) Given the reactants Cl.[CH3:2][C:3]1([CH3:19])[C:11]2[C:6](=[N:7][CH:8]=[CH:9][N:10]=2)[N:5]([CH:12]2[CH2:17][CH2:16][NH:15][CH2:14][CH2:13]2)[C:4]1=[O:18].Cl[C:21]1[S:22][C:23]2[CH:29]=[C:28]([C:30]([F:33])([F:32])[F:31])[CH:27]=[CH:26][C:24]=2[N:25]=1.C(=O)([O-])[O-].[K+].[K+].O, predict the reaction product. The product is: [CH3:2][C:3]1([CH3:19])[C:11]2[C:6](=[N:7][CH:8]=[CH:9][N:10]=2)[N:5]([CH:12]2[CH2:17][CH2:16][N:15]([C:21]3[S:22][C:23]4[CH:29]=[C:28]([C:30]([F:33])([F:32])[F:31])[CH:27]=[CH:26][C:24]=4[N:25]=3)[CH2:14][CH2:13]2)[C:4]1=[O:18].